From a dataset of Forward reaction prediction with 1.9M reactions from USPTO patents (1976-2016). Predict the product of the given reaction. Given the reactants [CH2:1]([N:4]1[C:12]2[C:7](=[CH:8][CH:9]=[CH:10][CH:11]=2)[C:6](=[O:13])[C:5]1=[O:14])[CH:2]=[CH2:3].[N:15]1[CH:20]=CC=C[CH:16]=1.[C:21]([OH:27])(=O)[CH2:22]C(O)=O.C(=O)=O.C(N(CC)CC)C.CN(C)C(Cl)=O, predict the reaction product. The product is: [CH2:1]([N:4]1[C:12]2[C:7](=[CH:8][CH:9]=[CH:10][CH:11]=2)[C:6]([CH2:22][C:21]([N:15]([CH3:20])[CH3:16])=[O:27])([OH:13])[C:5]1=[O:14])[CH:2]=[CH2:3].